Predict the product of the given reaction. From a dataset of Forward reaction prediction with 1.9M reactions from USPTO patents (1976-2016). (1) Given the reactants [CH2:1]([C@@H:5]1[C:10](=[O:11])[NH:9][C:8]2[CH:12]=[C:13]([CH3:17])[CH:14]=[C:15]([CH3:16])[C:7]=2[O:6]1)[CH:2]([CH3:4])[CH3:3].C(=O)([O-])[O-].[K+].[K+].[C:24]([O:28][CH3:29])(=[O:27])[CH:25]=[CH2:26].C(OCC)(=O)C, predict the reaction product. The product is: [CH3:29][O:28][C:24](=[O:27])[CH2:25][CH2:26][N:9]1[C:8]2[CH:12]=[C:13]([CH3:17])[CH:14]=[C:15]([CH3:16])[C:7]=2[O:6][C@H:5]([CH2:1][CH:2]([CH3:4])[CH3:3])[C:10]1=[O:11]. (2) Given the reactants [F:1][C:2]([F:36])([F:35])[C:3]1[CH:4]=[C:5]([C@H:13]([O:15][C@H:16]2[CH2:25][CH2:24][C:23]3[N:22]=[C:21]([CH2:26][NH2:27])[CH:20]=[CH:19][C:18]=3[C@@H:17]2[C:28]2[CH:33]=[CH:32][C:31]([F:34])=[CH:30][CH:29]=2)[CH3:14])[CH:6]=[C:7]([C:9]([F:12])([F:11])[F:10])[CH:8]=1.[C:37](O[C:37]([O:39][C:40]([CH3:43])([CH3:42])[CH3:41])=[O:38])([O:39][C:40]([CH3:43])([CH3:42])[CH3:41])=[O:38], predict the reaction product. The product is: [F:36][C:2]([F:1])([F:35])[C:3]1[CH:4]=[C:5]([C@H:13]([O:15][C@H:16]2[CH2:25][CH2:24][C:23]3[N:22]=[C:21]([CH2:26][NH:27][C:37](=[O:38])[O:39][C:40]([CH3:43])([CH3:42])[CH3:41])[CH:20]=[CH:19][C:18]=3[C@@H:17]2[C:28]2[CH:29]=[CH:30][C:31]([F:34])=[CH:32][CH:33]=2)[CH3:14])[CH:6]=[C:7]([C:9]([F:10])([F:11])[F:12])[CH:8]=1.